From a dataset of Forward reaction prediction with 1.9M reactions from USPTO patents (1976-2016). Predict the product of the given reaction. (1) Given the reactants [O-2:1].[Cr+6:2].[O-2:3].[O-2:4].[ClH:5].[N:6]1[CH:11]=[CH:10][CH:9]=[CH:8][CH:7]=1.[O-2:12].[Al+3].[O-2].[O-2].[Al+3], predict the reaction product. The product is: [Cr:2]([O-:12])([O:4][Cl:5])(=[O:3])=[O:1].[NH+:6]1[CH:11]=[CH:10][CH:9]=[CH:8][CH:7]=1. (2) Given the reactants [Cl:1][C:2]1[CH:3]=[C:4]([C:11]2[CH:15]=[CH:14][N:13]([CH2:16][C@@H:17]([NH:19][C:20]([C:22]3[N:23]=[C:24]([C:35]([O:37]CC)=[O:36])[N:25]([CH2:27][O:28][CH2:29][CH2:30][Si:31]([CH3:34])([CH3:33])[CH3:32])[CH:26]=3)=[O:21])[CH3:18])[N:12]=2)[CH:5]=[C:6]([F:10])[C:7]=1[C:8]#[N:9].[OH-].[Na+], predict the reaction product. The product is: [Cl:1][C:2]1[CH:3]=[C:4]([C:11]2[CH:15]=[CH:14][N:13]([CH2:16][C@@H:17]([NH:19][C:20]([C:22]3[N:23]=[C:24]([C:35]([OH:37])=[O:36])[N:25]([CH2:27][O:28][CH2:29][CH2:30][Si:31]([CH3:32])([CH3:33])[CH3:34])[CH:26]=3)=[O:21])[CH3:18])[N:12]=2)[CH:5]=[C:6]([F:10])[C:7]=1[C:8]#[N:9]. (3) Given the reactants C([C@:5]1([C:23]2[NH:24][C:25]([C:28]3[CH:33]=[CH:32][C:31]([C:34]4[CH:39]=[CH:38][C:37]([C:40]5[NH:44][C:43]([C@@H:45]6[CH2:49][CH2:48][CH2:47][N:46]6[C:50](=[O:60])[C@@H:51]([NH:55][C:56](=[O:59])[O:57][CH3:58])[CH:52]([CH3:54])[CH3:53])=[N:42][CH:41]=5)=[CH:36][CH:35]=4)=[CH:30][CH:29]=3)=[CH:26][N:27]=2)[CH2:9][C@H:8]([CH2:10][O:11][CH3:12])[CH2:7][N:6]1[C:13](=[O:22])[C@H:14]([NH2:21])[C:15]1[CH:20]=[CH:19][CH:18]=[CH:17][CH:16]=1)(C)(C)C.Cl.[CH:62]1([C:65]([OH:67])=O)[CH2:64][CH2:63]1.CCOC(C(C#N)=NOC(N1CCOCC1)=[N+](C)C)=O.F[P-](F)(F)(F)(F)F.CCN(C(C)C)C(C)C, predict the reaction product. The product is: [CH:62]1([C:65]([NH:21][C@H:14]([C:15]2[CH:16]=[CH:17][CH:18]=[CH:19][CH:20]=2)[C:13]([N:6]2[CH2:7][C@@H:8]([CH2:10][O:11][CH3:12])[CH2:9][C@H:5]2[C:23]2[NH:24][C:25]([C:28]3[CH:29]=[CH:30][C:31]([C:34]4[CH:35]=[CH:36][C:37]([C:40]5[NH:44][C:43]([C@@H:45]6[CH2:49][CH2:48][CH2:47][N:46]6[C:50](=[O:60])[C@@H:51]([NH:55][C:56](=[O:59])[O:57][CH3:58])[CH:52]([CH3:54])[CH3:53])=[N:42][CH:41]=5)=[CH:38][CH:39]=4)=[CH:32][CH:33]=3)=[CH:26][N:27]=2)=[O:22])=[O:67])[CH2:64][CH2:63]1. (4) Given the reactants [C:1]([C:3]1[CH:4]=[C:5]([C:13]2[O:17][N:16]=[C:15]([C:18]3[CH:32]=[CH:31][C:21]4[CH2:22][CH2:23][N:24]([CH2:27][C:28]([OH:30])=O)[CH2:25][CH2:26][C:20]=4[CH:19]=3)[N:14]=2)[CH:6]=[CH:7][C:8]=1[O:9][CH:10]([CH3:12])[CH3:11])#[N:2].C(Cl)CCl.C(N1CCOCC1)C.C1C=CC2N(O)N=NC=2C=1.[CH3:55][C:56]([Si:59]([CH3:66])([CH3:65])[O:60][CH2:61][C@@H:62]([NH2:64])[CH3:63])([CH3:58])[CH3:57], predict the reaction product. The product is: [C:1]([C:3]1[CH:4]=[C:5]([C:13]2[O:17][N:16]=[C:15]([C:18]3[CH:32]=[CH:31][C:21]4[CH2:22][CH2:23][N:24]([CH2:27][C:28]([NH:64][C@@H:62]([CH3:63])[CH2:61][O:60][Si:59]([C:56]([CH3:58])([CH3:57])[CH3:55])([CH3:65])[CH3:66])=[O:30])[CH2:25][CH2:26][C:20]=4[CH:19]=3)[N:14]=2)[CH:6]=[CH:7][C:8]=1[O:9][CH:10]([CH3:12])[CH3:11])#[N:2].